This data is from Catalyst prediction with 721,799 reactions and 888 catalyst types from USPTO. The task is: Predict which catalyst facilitates the given reaction. Reactant: [C:1]([Si:5]([CH3:21])([CH3:20])[O:6][CH:7]1[CH2:10][N:9]([C:11]2[CH:12]=[CH:13][C:14]([N+:17]([O-])=O)=[N:15][CH:16]=2)[CH2:8]1)([CH3:4])([CH3:3])[CH3:2].[NH4+].[Cl-]. Product: [C:1]([Si:5]([CH3:21])([CH3:20])[O:6][CH:7]1[CH2:8][N:9]([C:11]2[CH:12]=[CH:13][C:14]([NH2:17])=[N:15][CH:16]=2)[CH2:10]1)([CH3:4])([CH3:3])[CH3:2]. The catalyst class is: 186.